Dataset: Experimentally validated miRNA-target interactions with 360,000+ pairs, plus equal number of negative samples. Task: Binary Classification. Given a miRNA mature sequence and a target amino acid sequence, predict their likelihood of interaction. (1) The miRNA is mmu-miR-142a-5p with sequence CAUAAAGUAGAAAGCACUACU. The protein sequence of the target gene is MTLRLLFLALNFFSVQVTENKILVKQSPLLVVDSNEVSLSCRYSYNLLAKEFRASLYKGVNSDVEVCVGNGNFTYQPQFRSNAEFNCDGDFDNETVTFRLWNLHVNHTDIYFCKIEFMYPPPYLDNERSNGTIIHIKEKHLCHTQSSPKLFWALVVVAGVLFCYGLLVTVALCVIWTNSRRNRLLQSDYMNMTPRRPGLTRKPYQPYAPARDFAAYRP. Result: 1 (interaction). (2) The miRNA is hsa-miR-7110-5p with sequence UGGGGGUGUGGGGAGAGAGAG. The protein sequence of the target gene is MNSTEISEDVEEVLKNNPVKAEGSDATLDCSRNSRASEKHLLESVLTALHDSSKRKQLDSDGQPDSVPSVKRRRLIPEALLAGMRTRENSSPCQGNGEPASRGRSGSCAWPAEEEPSTEATVPSYKKPLYGISHKIMEKKNPPSGDLLSPYELFEKANSSSGPSPLRLLSESQKRECGVGVATDGDLNIYFLIQKMFYMLNGLTTNMSQLHSKMDLLSLEVSRVKKQVSPSELVAKFQPPPEYQLTASELKQIAEQSLSCGDLACRLLLQLFPELFSDVDFSRGCSACGFAAKRKLESLH.... Result: 0 (no interaction). (3) Result: 0 (no interaction). The protein sequence of the target gene is MAAVSLRLGDLVWGKLGRYPPWPGKIVNPPKDLKKPRGKKCFFVKFFGTEDHAWIKVEQLKPYHAHKEEMIKINKGKRFQQAVDAVEEFLRRAKGKDQTSSHTSADDKNRRNSSEERSRPNSGDEKRKLSLSEGKVKKNMGEGKKRVTSGSADRGSKCLKRAQEQSPRKRGRPPKDEKDLTIPESSTVKGMMAGPMAAFKWQPTATEPVKDADPHFHHFLLSQTEKPAVCYQAITKKLKICEEETGSTSIQAADSTAVNGSITPTDKKIGFLGLGLMGSGIVSNLLKMGHTVTVWNRTAE.... The miRNA is mmu-miR-22-3p with sequence AAGCUGCCAGUUGAAGAACUGU. (4) The miRNA is cel-miR-248 with sequence AUACACGUGCACGGAUAACGCUCA. The protein sequence of the target gene is MEGGLADGEPDRTSLLGDSKDVLGPSTVVANSDESQLLTPGKMSQRQGKEAYPTPTKDLHQPSLSPASPHSQGFERGKEDISQNKDESSLSMSKSKSESKLYNGSEKDSSTSSKLTKKESLKVQKKNYREEKKRATKELLSTITDPSVIVMADWLKIRGTLKSWTKLWCVLKPGVLLIYKTQKNGQWVGTVLLNACEIIERPSKKDGFCFKLFHPLEQSIWAVKGPKGEAVGSITQPLPSSYLIIRATSESDGRCWMDALELALKCSSLLKRTMIREGKEHDLSVSSDSTHVTFYGLLRA.... Result: 0 (no interaction).